Predict the reaction yield, written as a fraction of the theoretical maximum amount of product (1.0 means a 100% yield; for example, 0.34 means a 34% yield). From a dataset of Reaction yield outcomes from USPTO patents with 853,638 reactions. (1) The reactants are [C:1]1([C:10]2[C:5](=[CH:6][CH:7]=[CH:8][CH:9]=2)[CH2:4][O:3]1)=O.[C:11]1([CH2:17][CH2:18][CH2:19][CH2:20][NH2:21])[CH:16]=[CH:15][CH:14]=[CH:13][CH:12]=1. The catalyst is CCCCCC.C(OCC)(=O)C. The product is [C:11]1([CH2:17][CH2:18][CH2:19][CH2:20][N:21]2[CH2:1][C:10]3[C:5](=[CH:6][CH:7]=[CH:8][CH:9]=3)[C:4]2=[O:3])[CH:16]=[CH:15][CH:14]=[CH:13][CH:12]=1. The yield is 0.110. (2) The reactants are [CH3:1][C:2]1[C:16](=[O:17])[N:15]=[C:14]2[N:4]([C@@H:5]3[O:9][C@H:8]([CH2:10][OH:11])[C@@H:7]([OH:12])[C@@H:6]3[O:13]2)[CH:3]=1.[CH3:18][O:19][CH2:20][CH2:21][O:22]B([O:22][CH2:21][CH2:20][O:19][CH3:18])[O:22][CH2:21][CH2:20][O:19][CH3:18]. The catalyst is COCCO. The product is [CH3:18][O:19][CH2:20][CH2:21][O:22][C@@H:6]1[C@H:7]([OH:12])[C@@H:8]([CH2:10][OH:11])[O:9][C@H:5]1[N:4]1[CH:3]=[C:2]([CH3:1])[C:16](=[O:17])[NH:15][C:14]1=[O:13]. The yield is 0.630. (3) The reactants are [NH2:1][C:2]1[CH:3]=[C:4]2[C:8](=[CH:9][C:10]=1[N+:11]([O-:13])=[O:12])[C:7](=[O:14])[NH:6][C:5]2=[O:15].Cl.N[CH:18]([CH3:23])[CH2:19][N:20]([CH3:22])[CH3:21].N1C=CN=C1.CCN(CC)CC. The catalyst is O1CCOCC1. The product is [NH2:1][C:2]1[CH:3]=[C:4]2[C:8](=[CH:9][C:10]=1[N+:11]([O-:13])=[O:12])[C:7](=[O:14])[N:6]([CH:18]([CH3:23])[CH2:19][N:20]([CH3:22])[CH3:21])[C:5]2=[O:15]. The yield is 0.640. (4) The product is [ClH:30].[ClH:1].[Cl:30][C:27]1[CH:26]=[CH:25][C:24]([CH2:23][O:22][CH2:21][C:18]2([NH2:31])[CH2:19][CH2:20][NH:15][CH2:16][CH2:17]2)=[CH:29][CH:28]=1. The reactants are [ClH:1].O1CCOCC1.C(OC([N:15]1[CH2:20][CH2:19][C:18]([NH:31]C(OC(C)(C)C)=O)([CH2:21][O:22][CH2:23][C:24]2[CH:29]=[CH:28][C:27]([Cl:30])=[CH:26][CH:25]=2)[CH2:17][CH2:16]1)=O)(C)(C)C. The yield is 1.00. The catalyst is CO. (5) The reactants are [C:1]([O:4][C:5]1[CH:13]=[C:12]([Cl:14])[CH:11]=[CH:10][C:6]=1[C:7]([OH:9])=O)(=[O:3])[CH3:2].[NH2:15][C:16]1[CH:21]=[CH:20][C:19]([N:22]2[C:26]([C:27]([F:30])([F:29])[F:28])=[CH:25][C:24]([C:31]([F:34])([F:33])[F:32])=[N:23]2)=[CH:18][CH:17]=1. No catalyst specified. The product is [C:1]([O:4][C:5]1[CH:13]=[C:12]([Cl:14])[CH:11]=[CH:10][C:6]=1[C:7]([NH:15][C:16]1[CH:17]=[CH:18][C:19]([N:22]2[C:26]([C:27]([F:28])([F:29])[F:30])=[CH:25][C:24]([C:31]([F:34])([F:33])[F:32])=[N:23]2)=[CH:20][CH:21]=1)=[O:9])(=[O:3])[CH3:2]. The yield is 0.740. (6) The reactants are [C:1]([O:4][CH2:5][C:6]1[C:11]([N:12]2[C:24](=[O:25])[C:23]3[S:22][C:21]4[CH2:20][CH2:19][CH2:18][CH2:17][C:16]=4[C:15]=3[CH2:14][CH2:13]2)=[CH:10][C:9]([F:26])=[CH:8][C:7]=1[C:27]1[CH:32]=[C:31]([NH:33][C:34]2[CH:38]=C(C3CC3)N[N:35]=2)[C:30](=[O:42])[N:29]([CH3:43])[CH:28]=1)(=[O:3])[CH3:2].BrC1C=C(NC2C=[CH:58][C:57]([CH:60]3[CH2:63][N:62]([CH2:64][CH3:65])[CH2:61]3)=[CH:56]N=2)C(=O)N(C)C=1.C(OCC1C(B2OC(C)(C)C(C)(C)O2)=CC=CC=1N1C(=O)C2SC3CCCCC=3C=2CC1)(=O)C. No catalyst specified. The yield is 0.670. The product is [C:1]([O:4][CH2:5][C:6]1[C:11]([N:12]2[C:24](=[O:25])[C:23]3[S:22][C:21]4[CH2:20][CH2:19][CH2:18][CH2:17][C:16]=4[C:15]=3[CH2:14][CH2:13]2)=[CH:10][C:9]([F:26])=[CH:8][C:7]=1[C:27]1[CH:32]=[C:31]([NH:33][C:34]2[CH:38]=[CH:58][C:57]([CH:60]3[CH2:63][N:62]([CH2:64][CH3:65])[CH2:61]3)=[CH:56][N:35]=2)[C:30](=[O:42])[N:29]([CH3:43])[CH:28]=1)(=[O:3])[CH3:2]. (7) The catalyst is CCO. The product is [F:1][C:2]1[CH:3]=[CH:4][C:5]2[O:9][C:8]([CH2:10][OH:11])=[CH:7][C:6]=2[CH:12]=1. The reactants are [F:1][C:2]1[CH:3]=[CH:4][C:5]2[O:9][C:8]([CH:10]=[O:11])=[CH:7][C:6]=2[CH:12]=1.[BH4-].[Na+]. The yield is 0.910.